From a dataset of Full USPTO retrosynthesis dataset with 1.9M reactions from patents (1976-2016). Predict the reactants needed to synthesize the given product. (1) Given the product [Cl:1][C:2]1[CH:7]=[CH:6][C:5]([CH:8]2[N:13]([C:14]3[CH:19]=[CH:18][C:17](=[O:116])[N:45]([CH2:44][CH3:43])[CH:46]=3)[C:12](=[O:22])[NH:11][C:10]3=[N:23][N:24]([C:29]4[CH:30]=[CH:31][CH:34]=[CH:35][C:36]=4[O:37][CH3:38])[C:25]([CH:26]([CH3:28])[CH3:27])=[C:9]23)=[C:4]([CH3:39])[CH:3]=1, predict the reactants needed to synthesize it. The reactants are: [Cl:1][C:2]1[CH:7]=[CH:6][C:5]([CH:8]2[N:13]([C:14]3[CH:19]=[C:18](Cl)[CH:17]=CC=3C)[C:12](=[O:22])[NH:11][C:10]3=[N:23][N:24]([C:29]4[CH:30]=[C:31]([CH:34]=[CH:35][C:36]=4[O:37][CH3:38])C#N)[C:25]([CH:26]([CH3:28])[CH3:27])=[C:9]23)=[C:4]([CH3:39])[CH:3]=1.ClC1[C:46](=O)[N:45](C)[CH:44]=[C:43](N2C(C3C=CC(Cl)=CC=3C)C3=C(C(C)C)N(C4C=C(C=CC=4OC)C#N)N=C3NC2=O)C=1.NCC1C=CC(OC)=C(N2C(C(C)C)=C3C(NC(=[O:116])N(C4C=C(Cl)C=CC=4C)C3C3C=CC(Cl)=CC=3C)=N2)C=1.ClC1C=CC(C2N(C3C=C(Cl)C=CC=3C)C(=O)NC3=NN(C4C=C(C=CC=4OC)CNC(=O)C)C(C(C)C)=C23)=C(C)C=1.ClC1C=CC(C2N(C3C=C(Cl)C=CC=3C)C(=O)NC3=NN(C4C=C(C=CC=4OC)CNC=O)C(C(C)C)=C23)=C(C)C=1.ClC1C=CC(C2N(C3C=C(Cl)C=CC=3C)C(=O)NC3=NN(C4C=C(C=CC=4OC)C(N)=O)C(C(C)C)=C23)=C(C)C=1.NCC1C=CC(OC)=C(N2C(C(C)C)=C3C(NC(=O)N(C4C=C(Cl)C(=O)N(C)C=4)C3C3C=CC(Cl)=CC=3C)=N2)C=1.ClC1C(=O)N(C)C=C(N2C(C3C=CC(Cl)=CC=3C)C3=C(C(C)C)N(C4C(OC)=NC(OC)=NC=4)N=C3NC2=O)C=1.ClC1C=C(N2C(C3C=CC(Cl)=CC=3C)C3=C(C(C)C)N(C4C(OC)=NC(OC)=NC=4)N=C3NC2=O)C(=O)N(C)C=1. (2) Given the product [ClH:56].[ClH:56].[F:82][C:80]1[CH:81]=[C:76]([CH:77]=[C:78]([F:83])[CH:79]=1)[CH2:75][C@H:59]([NH:58][C:12](=[O:14])[C:11]1[CH:16]=[C:17]([CH3:19])[CH:18]=[C:9]([CH2:8][N:6]([CH2:1][CH2:2][CH:3]([CH3:4])[CH3:5])[CH3:7])[CH:10]=1)[C@H:60]([OH:74])[CH2:61][NH:62][C:63]1([C:66]2[CH:71]=[CH:70][CH:69]=[C:68]([C:72]#[CH:73])[CH:67]=2)[CH2:65][CH2:64]1, predict the reactants needed to synthesize it. The reactants are: [CH2:1]([N:6]([CH2:8][C:9]1[CH:10]=[C:11]([CH:16]=[C:17]([CH3:19])[CH:18]=1)[C:12]([O:14]C)=O)[CH3:7])[CH2:2][CH:3]([CH3:5])[CH3:4].O.[OH-].[Li+].C(N(C(C)C)CC)(C)C.CN(C(ON1N=NC2C=CC=NC1=2)=[N+](C)C)C.F[P-](F)(F)(F)(F)F.[ClH:56].Cl.[NH2:58][C@@:59](C)([CH2:75][C:76]1[CH:81]=[C:80]([F:82])[CH:79]=[C:78]([F:83])[CH:77]=1)[C@H:60]([OH:74])[CH2:61][NH:62][C:63]1([C:66]2[CH:71]=[CH:70][CH:69]=[C:68]([C:72]#[CH:73])[CH:67]=2)[CH2:65][CH2:64]1.